Dataset: Retrosynthesis with 50K atom-mapped reactions and 10 reaction types from USPTO. Task: Predict the reactants needed to synthesize the given product. (1) The reactants are: Cc1ccc(C(C)C)cc1N.O=C(O)Cn1c(Cc2ccccc2)nc2ccccc21. Given the product Cc1ccc(C(C)C)cc1NC(=O)Cn1c(Cc2ccccc2)nc2ccccc21, predict the reactants needed to synthesize it. (2) Given the product N#CCc1ccc2nsnc2c1, predict the reactants needed to synthesize it. The reactants are: BrCc1ccc2nsnc2c1.[C-]#N. (3) The reactants are: CC(C)C[C@@H](C(=O)O)N1CC(Oc2cccc(Br)c2F)=CC1=O.CC1(C)OC[C@@H](Cn2ccc(N)n2)O1. Given the product CC(C)C[C@@H](C(=O)Nc1ccn(C[C@@H]2COC(C)(C)O2)n1)N1CC(Oc2cccc(Br)c2F)=CC1=O, predict the reactants needed to synthesize it. (4) Given the product CCC(=O)OCOC(=O)Oc1ccc([N+](=O)[O-])cc1, predict the reactants needed to synthesize it. The reactants are: CCC(=O)OCOC(=O)Cl.O=[N+]([O-])c1ccc(O)cc1. (5) Given the product COC(=O)C(C)(Br)c1coc(C)n1, predict the reactants needed to synthesize it. The reactants are: COC(=O)C(C)c1coc(C)n1.O=C1CCC(=O)N1Br. (6) Given the product COC(=O)N[C@@H]1CCC[C@H](N)C1, predict the reactants needed to synthesize it. The reactants are: COC(=O)N[C@@H]1CCC[C@H](NC(=O)OCc2ccccc2)C1. (7) Given the product CCn1c(C(=O)Nc2ccc(N3CCN(C(=O)CC4SC(=O)NC4=O)CC3)cc2)cc2c(Cl)c(Cl)ccc21, predict the reactants needed to synthesize it. The reactants are: CCn1c(C(=O)Nc2ccc(N3CCNCC3)cc2)cc2c(Cl)c(Cl)ccc21.O=C(O)CC1SC(=O)NC1=O.